The task is: Regression. Given two drug SMILES strings and cell line genomic features, predict the synergy score measuring deviation from expected non-interaction effect.. This data is from NCI-60 drug combinations with 297,098 pairs across 59 cell lines. (1) Drug 1: C1CCN(CC1)CCOC2=CC=C(C=C2)C(=O)C3=C(SC4=C3C=CC(=C4)O)C5=CC=C(C=C5)O. Drug 2: C1=NC2=C(N1)C(=S)N=C(N2)N. Cell line: U251. Synergy scores: CSS=33.2, Synergy_ZIP=-10.8, Synergy_Bliss=0.289, Synergy_Loewe=1.79, Synergy_HSA=2.19. (2) Drug 1: CNC(=O)C1=NC=CC(=C1)OC2=CC=C(C=C2)NC(=O)NC3=CC(=C(C=C3)Cl)C(F)(F)F. Drug 2: C1C(C(OC1N2C=NC3=C2NC=NCC3O)CO)O. Cell line: CAKI-1. Synergy scores: CSS=-10.3, Synergy_ZIP=9.55, Synergy_Bliss=7.00, Synergy_Loewe=-6.61, Synergy_HSA=-5.28.